From a dataset of NCI-60 drug combinations with 297,098 pairs across 59 cell lines. Regression. Given two drug SMILES strings and cell line genomic features, predict the synergy score measuring deviation from expected non-interaction effect. Drug 1: CC1=C(C(=CC=C1)Cl)NC(=O)C2=CN=C(S2)NC3=CC(=NC(=N3)C)N4CCN(CC4)CCO. Drug 2: CN(CCCl)CCCl.Cl. Cell line: OVCAR-8. Synergy scores: CSS=18.0, Synergy_ZIP=0.135, Synergy_Bliss=2.14, Synergy_Loewe=-6.60, Synergy_HSA=3.28.